This data is from Reaction yield outcomes from USPTO patents with 853,638 reactions. The task is: Predict the reaction yield, written as a fraction of the theoretical maximum amount of product (1.0 means a 100% yield; for example, 0.34 means a 34% yield). (1) The reactants are [Cl-].O[NH3+:3].[C:4](=[O:7])([O-])[OH:5].[Na+].CS(C)=O.[CH3:13][N:14]1[C:19](=[O:20])[C:18]([CH2:21][C:22]2[CH:27]=[CH:26][C:25]([C:28]3[C:29]([C:34]#[N:35])=[CH:30][CH:31]=[CH:32][CH:33]=3)=[CH:24][CH:23]=2)=[C:17]([CH2:36][CH2:37][CH3:38])[N:16]2[N:39]=[CH:40][N:41]=[C:15]12. The catalyst is C(OCC)(=O)C. The product is [CH3:13][N:14]1[C:19](=[O:20])[C:18]([CH2:21][C:22]2[CH:23]=[CH:24][C:25]([C:28]3[CH:33]=[CH:32][CH:31]=[CH:30][C:29]=3[C:34]3[NH:3][C:4](=[O:7])[O:5][N:35]=3)=[CH:26][CH:27]=2)=[C:17]([CH2:36][CH2:37][CH3:38])[N:16]2[N:39]=[CH:40][N:41]=[C:15]12. The yield is 0.380. (2) The reactants are [BH4-].[Na+].[NH2:3][C:4]1[C:5](/[C:14](=[N:22]/[CH2:23][CH2:24][N:25]([CH3:27])[CH3:26])/[C:15]2[CH:20]=[CH:19][C:18]([F:21])=[CH:17][CH:16]=2)=[CH:6][CH:7]=[C:8]2[C:13]=1[N:12]=[CH:11][CH:10]=[CH:9]2. The product is [NH2:3][C:4]1[C:5]([CH:14]([C:15]2[CH:20]=[CH:19][C:18]([F:21])=[CH:17][CH:16]=2)[NH:22][CH2:23][CH2:24][N:25]([CH3:27])[CH3:26])=[CH:6][CH:7]=[C:8]2[C:13]=1[N:12]=[CH:11][CH:10]=[CH:9]2. The yield is 0.750. The catalyst is CCO.